This data is from Forward reaction prediction with 1.9M reactions from USPTO patents (1976-2016). The task is: Predict the product of the given reaction. (1) Given the reactants [Cl:1][C:2]1[CH:3]=[C:4]([CH:8]=[C:9](Cl)[N:10]=1)[C:5]([OH:7])=[O:6].[CH3:12][NH:13][CH3:14].O1CCCC1, predict the reaction product. The product is: [Cl:1][C:2]1[CH:3]=[C:4]([CH:8]=[C:9]([N:13]([CH3:14])[CH3:12])[N:10]=1)[C:5]([OH:7])=[O:6]. (2) Given the reactants [O-:1][CH2:2][CH3:3].[Na+].Cl[C:6]1[CH:13]=[CH:12][C:9]([C:10]#[N:11])=[CH:8][N:7]=1, predict the reaction product. The product is: [CH2:2]([O:1][C:6]1[CH:13]=[CH:12][C:9]([C:10]#[N:11])=[CH:8][N:7]=1)[CH3:3]. (3) Given the reactants [Cl:1][C:2]1[CH:3]=[C:4](/[CH:9]=[CH:10]/[C:11]([N:13]2[CH2:19][CH2:18][C:17](=[O:20])[NH:16][CH2:15][CH2:14]2)=[O:12])[CH:5]=[CH:6][C:7]=1[Cl:8].Br[CH2:22][C:23]([N:25]([O:27][CH3:28])[CH3:26])=[O:24].[H-].[Na+].OS([O-])(=O)=O.[K+], predict the reaction product. The product is: [Cl:1][C:2]1[CH:3]=[C:4](/[CH:9]=[CH:10]/[C:11]([N:13]2[CH2:19][CH2:18][C:17](=[O:20])[N:16]([CH2:22][C:23]([N:25]([O:27][CH3:28])[CH3:26])=[O:24])[CH2:15][CH2:14]2)=[O:12])[CH:5]=[CH:6][C:7]=1[Cl:8]. (4) The product is: [C:1]([OH:21])(=[O:20])[CH2:2][CH2:3][CH2:4][CH2:5][CH2:6][CH2:7][CH2:8]/[CH:9]=[CH:10]\[CH2:11][CH2:12][CH2:14][CH2:15][CH2:16][CH2:17][CH2:18][CH3:19].[OH:44][CH2:39][CH:40]([CH2:41][OH:42])[OH:43].[OH:50][CH2:45][CH:46]([CH2:47][OH:48])[OH:49].[OH:56][CH2:51][CH:52]([CH2:53][OH:54])[OH:55].[OH:62][CH2:57][CH:58]([CH2:59][OH:60])[OH:61].[OH:44][CH2:39][CH:40]([CH2:41][OH:42])[OH:43].[OH:44][CH2:39][CH:40]([CH2:41][OH:42])[OH:43].[OH:44][CH2:39][CH:40]([CH2:41][OH:42])[OH:43].[OH:44][CH2:39][CH:40]([CH2:41][OH:42])[OH:43].[OH:44][CH2:39][CH:40]([CH2:41][OH:42])[OH:43].[OH:44][CH2:39][CH:40]([CH2:41][OH:42])[OH:43]. Given the reactants [C:1]([O-:21])(=[O:20])[CH2:2][CH2:3][CH2:4][CH2:5][CH2:6][CH2:7][CH2:8]/[CH:9]=[CH:10]\[CH2:11][C@@H:12]([CH2:14][CH2:15][CH2:16][CH2:17][CH2:18][CH3:19])O.CN1C(C[C@H](NC(CCN)=O)C(O)=O)=CN=C1.[CH2:39]([OH:44])[CH:40]([OH:43])[CH2:41][OH:42].[CH2:45]([OH:50])[CH:46]([OH:49])[CH2:47][OH:48].[CH2:51]([OH:56])[CH:52]([OH:55])[CH2:53][OH:54].[CH2:57]([OH:62])[CH:58]([OH:61])[CH2:59][OH:60], predict the reaction product. (5) Given the reactants C([O:3][C:4](=[O:39])[CH2:5][CH2:6][CH2:7][O:8][C:9]1[CH:14]=[CH:13][CH:12]=[C:11]([CH2:15][CH2:16][CH2:17][CH2:18][CH2:19][CH2:20][O:21][C:22]2[CH:27]=[C:26](Br)[CH:25]=[C:24]([CH2:29][C:30]#[N:31])[CH:23]=2)[C:10]=1[CH2:32][CH2:33][C:34]([O:36]CC)=[O:35])C.[S:40]1[CH:44]=[CH:43][C:42](B(O)O)=[CH:41]1, predict the reaction product. The product is: [C:34]([CH2:33][CH2:32][C:10]1[C:11]([CH2:15][CH2:16][CH2:17][CH2:18][CH2:19][CH2:20][O:21][C:22]2[CH:27]=[C:26]([C:42]3[CH:43]=[CH:44][S:40][CH:41]=3)[CH:25]=[C:24]([CH2:29][C:30]#[N:31])[CH:23]=2)=[CH:12][CH:13]=[CH:14][C:9]=1[O:8][CH2:7][CH2:6][CH2:5][C:4]([OH:3])=[O:39])([OH:36])=[O:35]. (6) Given the reactants [F:1][C:2]([F:13])([F:12])[O:3][C:4]1[CH:11]=[CH:10][C:7]([CH:8]=O)=[CH:6][CH:5]=1.C(O)(=O)[CH2:15][C:16]([OH:18])=[O:17].N1CCCCC1.C(=O)=O.Cl, predict the reaction product. The product is: [F:1][C:2]([F:13])([F:12])[O:3][C:4]1[CH:11]=[CH:10][C:7]([CH:8]=[CH:15][C:16]([OH:18])=[O:17])=[CH:6][CH:5]=1.